This data is from Full USPTO retrosynthesis dataset with 1.9M reactions from patents (1976-2016). The task is: Predict the reactants needed to synthesize the given product. Given the product [CH2:19]([O:18][C:13](=[O:17])[CH:14]([CH2:15][CH3:16])[C:4](=[O:6])[C:3]([O:10][CH2:11][CH3:12])=[O:9])[CH3:20], predict the reactants needed to synthesize it. The reactants are: [H-].[Na+].[C:3]([O:10][CH2:11][CH3:12])(=[O:9])[C:4]([O:6]CC)=O.[C:13]([O:18][CH2:19][CH3:20])(=[O:17])[CH2:14][CH2:15][CH3:16].O.